This data is from Forward reaction prediction with 1.9M reactions from USPTO patents (1976-2016). The task is: Predict the product of the given reaction. (1) Given the reactants [NH:1]([C:9]([O:11][C:12]([CH3:15])([CH3:14])[CH3:13])=[O:10])[C@@H:2]([C:6]([OH:8])=O)[CH:3]([CH3:5])[CH3:4].Br.Br.[CH3:18][N:19]1[CH2:24][CH2:23][CH:22]([CH:25]2[CH2:30][CH2:29][NH:28][CH2:27][CH2:26]2)[CH2:21][CH2:20]1.C(N(CC)CC)C.C1C=CC2N(O)N=NC=2C=1.C1CCC(N=C=NC2CCCCC2)CC1.[Li+].[Cl-], predict the reaction product. The product is: [C:9]([NH:1][C@@H:2]([C:6]([N:28]1[CH2:29][CH2:30][CH:25]([CH:22]2[CH2:21][CH2:20][N:19]([CH3:18])[CH2:24][CH2:23]2)[CH2:26][CH2:27]1)=[O:8])[CH:3]([CH3:4])[CH3:5])([O:11][C:12]([CH3:15])([CH3:14])[CH3:13])=[O:10]. (2) Given the reactants [P:1]([O:37]CC1C=CC=CC=1)([O:29]CC1C=CC=CC=1)([O:3][C:4]1[CH:9]=[CH:8][C:7]([CH2:10][CH2:11][C:12]2[CH:13]=[N:14][C:15]3[C:16]([NH2:27])=[N:17][C:18]4[CH:25]=[C:24]([CH3:26])[CH:23]=[CH:22][C:19]=4[C:20]=3[CH:21]=2)=[C:6]([CH3:28])[CH:5]=1)=[O:2], predict the reaction product. The product is: [P:1]([OH:29])([OH:37])([O:3][C:4]1[CH:9]=[CH:8][C:7]([CH2:10][CH2:11][C:12]2[CH:13]=[N:14][C:15]3[C:16]([NH2:27])=[N:17][C:18]4[CH:25]=[C:24]([CH3:26])[CH:23]=[CH:22][C:19]=4[C:20]=3[CH:21]=2)=[C:6]([CH3:28])[CH:5]=1)=[O:2]. (3) Given the reactants [Cl:1][C:2]1[CH:3]=[C:4]([CH:7]=[CH:8][C:9]=1[Cl:10])[CH2:5][OH:6].[H-].[Na+].[CH3:13][N:14]([CH3:30])[S:15]([NH:18][C:19](=[O:29])[C:20]1[CH:25]=[C:24]([F:26])[C:23](F)=[CH:22][C:21]=1[F:28])(=[O:17])=[O:16], predict the reaction product. The product is: [Cl:1][C:2]1[CH:3]=[C:4]([CH:7]=[CH:8][C:9]=1[Cl:10])[CH2:5][O:6][C:23]1[C:24]([F:26])=[CH:25][C:20]([C:19]([NH:18][S:15]([N:14]([CH3:30])[CH3:13])(=[O:17])=[O:16])=[O:29])=[C:21]([F:28])[CH:22]=1. (4) Given the reactants Br[C:2]1[CH:3]=[C:4]([C:16]([F:19])([F:18])[F:17])[C:5]2[N:6]([C:8]([Cl:15])=[C:9]([C:11]([O:13][CH3:14])=[O:12])[N:10]=2)[CH:7]=1.C([O-])(=[O:22])C.[K+].B1(B2OC(C)(C)C(C)(C)O2)OC(C)(C)C(C)(C)O1.C(O)(=O)C.OO, predict the reaction product. The product is: [Cl:15][C:8]1[N:6]2[CH:7]=[C:2]([OH:22])[CH:3]=[C:4]([C:16]([F:19])([F:18])[F:17])[C:5]2=[N:10][C:9]=1[C:11]([O:13][CH3:14])=[O:12]. (5) Given the reactants [O:1]1[CH2:6][CH:5]=[C:4]([C:7]2[CH:8]=[CH:9][C:10]([N+:21]([O-])=O)=[C:11]([CH:20]=2)[NH:12][CH2:13][C:14]2[CH:19]=[CH:18][CH:17]=[CH:16][N:15]=2)[CH2:3][CH2:2]1.[H][H], predict the reaction product. The product is: [O:1]1[CH2:6][CH2:5][CH:4]([C:7]2[CH:20]=[C:11]([NH:12][CH2:13][C:14]3[CH:19]=[CH:18][CH:17]=[CH:16][N:15]=3)[C:10]([NH2:21])=[CH:9][CH:8]=2)[CH2:3][CH2:2]1.